This data is from Forward reaction prediction with 1.9M reactions from USPTO patents (1976-2016). The task is: Predict the product of the given reaction. (1) The product is: [OH:23][C:22]1[C:4]([N+:1]([O-:3])=[O:2])=[C:5]2[S:6][CH2:7][CH2:8][N:9]2[C:20](=[O:19])[C:21]=1[CH3:34]. Given the reactants [N+:1]([CH:4]=[C:5]1[NH:9][CH2:8][CH2:7][S:6]1)([O-:3])=[O:2].ClC1C=C(Cl)C=C(Cl)C=1[O:19][C:20](=O)[CH:21]([CH3:34])[C:22](OC1C(Cl)=CC(Cl)=CC=1Cl)=[O:23].C(OC(=O)C)C, predict the reaction product. (2) Given the reactants [O:1]=[C:2]1[N:8]([CH:9]2[CH2:14][CH2:13][N:12]([C:15]([O:17][C@H:18]([CH2:40][C:41]3[CH:46]=[C:45]([CH3:47])[C:44]([O:48]CC4C=CC=CC=4)=[C:43]([CH3:56])[CH:42]=3)[C:19]([N:21]3[CH2:26][CH2:25][CH:24]([N:27]4[CH2:32][CH2:31][CH:30]([O:33][CH2:34][C:35]([O:37][CH2:38][CH3:39])=[O:36])[CH2:29][CH2:28]4)[CH2:23][CH2:22]3)=[O:20])=[O:16])[CH2:11][CH2:10]2)[CH2:7][CH2:6][C:5]2[CH:57]=[CH:58][CH:59]=[CH:60][C:4]=2[NH:3]1.[H][H], predict the reaction product. The product is: [O:1]=[C:2]1[N:8]([CH:9]2[CH2:14][CH2:13][N:12]([C:15]([O:17][C@H:18]([CH2:40][C:41]3[CH:46]=[C:45]([CH3:47])[C:44]([OH:48])=[C:43]([CH3:56])[CH:42]=3)[C:19]([N:21]3[CH2:26][CH2:25][CH:24]([N:27]4[CH2:32][CH2:31][CH:30]([O:33][CH2:34][C:35]([O:37][CH2:38][CH3:39])=[O:36])[CH2:29][CH2:28]4)[CH2:23][CH2:22]3)=[O:20])=[O:16])[CH2:11][CH2:10]2)[CH2:7][CH2:6][C:5]2[CH:57]=[CH:58][CH:59]=[CH:60][C:4]=2[NH:3]1. (3) Given the reactants [CH3:1][O:2][C:3]1[C:4]([NH2:10])=[N:5][CH:6]=[C:7]([CH3:9])[N:8]=1.[Cl:11][C:12]1[CH:17]=[CH:16][C:15]([S:18](Cl)(=[O:20])=[O:19])=[CH:14][CH:13]=1, predict the reaction product. The product is: [Cl:11][C:12]1[CH:17]=[CH:16][C:15]([S:18]([NH:10][C:4]2[C:3]([O:2][CH3:1])=[N:8][C:7]([CH3:9])=[CH:6][N:5]=2)(=[O:20])=[O:19])=[CH:14][CH:13]=1. (4) Given the reactants [C:1]([C:4]1[CH:9]=[C:8]([Cl:10])[CH:7]=[CH:6][C:5]=1[NH:11][S:12]([C:15]([F:18])([F:17])[F:16])(=[O:14])=[O:13])(=O)[CH3:2].[C:19]([O:23][CH3:24])(=[O:22])[NH:20][NH2:21], predict the reaction product. The product is: [CH3:24][O:23][C:19]([NH:20][N:21]=[C:1]([C:4]1[CH:9]=[C:8]([Cl:10])[CH:7]=[CH:6][C:5]=1[NH:11][S:12]([C:15]([F:18])([F:17])[F:16])(=[O:14])=[O:13])[CH3:2])=[O:22]. (5) Given the reactants [Cl:1][C:2]1[CH:3]=[C:4]([C:10]2([C:27]([F:30])([F:29])[F:28])[O:14][N:13]=[C:12]([C:15]3[N:16]4[C:20]([C:21]([C:24](O)=[O:25])=[CH:22][CH:23]=3)=[CH:19][CH:18]=[CH:17]4)[CH2:11]2)[CH:5]=[C:6]([Cl:9])[C:7]=1[Cl:8].CCN(C(C)C)C(C)C.CN(C(ON1N=NC2C=CC=NC1=2)=[N+](C)C)C.F[P-](F)(F)(F)(F)F.Cl.[NH2:65][CH2:66][C:67]1[CH:68]=[CH:69][C:70]2[C:74]3([CH2:78][CH2:77][CH2:76][CH2:75]3)[O:73][B:72]([OH:79])[C:71]=2[CH:80]=1, predict the reaction product. The product is: [OH:79][B:72]1[C:71]2[CH:80]=[C:67]([CH2:66][NH:65][C:24]([C:21]3[C:20]4[N:16]([CH:17]=[CH:18][CH:19]=4)[C:15]([C:12]4[CH2:11][C:10]([C:4]5[CH:3]=[C:2]([Cl:1])[C:7]([Cl:8])=[C:6]([Cl:9])[CH:5]=5)([C:27]([F:28])([F:29])[F:30])[O:14][N:13]=4)=[CH:23][CH:22]=3)=[O:25])[CH:68]=[CH:69][C:70]=2[C:74]2([CH2:75][CH2:76][CH2:77][CH2:78]2)[O:73]1. (6) Given the reactants [CH3:1][O:2][C:3]1[CH:8]=[CH:7][C:6]([C@@H:9]2[C@@H:14]([O:15][CH2:16][C:17]3[CH:18]=[CH:19][C:20]4[O:25][CH2:24][CH2:23][N:22]([CH2:26][CH2:27][CH2:28][O:29][CH3:30])[C:21]=4[CH:31]=3)[CH2:13][N:12]([S:32]([C:35]3[CH:40]=[CH:39][C:38]([CH3:41])=[CH:37][CH:36]=3)(=[O:34])=[O:33])[C@@H:11]([CH2:42][C@H:43]([OH:45])[CH3:44])[CH2:10]2)=[CH:5][CH:4]=1.[H-].[K+].[CH3:48][N:49]([CH3:53])[C:50](Cl)=[O:51], predict the reaction product. The product is: [CH3:1][O:2][C:3]1[CH:4]=[CH:5][C:6]([C@@H:9]2[C@@H:14]([O:15][CH2:16][C:17]3[CH:18]=[CH:19][C:20]4[O:25][CH2:24][CH2:23][N:22]([CH2:26][CH2:27][CH2:28][O:29][CH3:30])[C:21]=4[CH:31]=3)[CH2:13][N:12]([S:32]([C:35]3[CH:40]=[CH:39][C:38]([CH3:41])=[CH:37][CH:36]=3)(=[O:33])=[O:34])[C@@H:11]([CH2:42][C@H:43]([O:45][C:50](=[O:51])[N:49]([CH3:53])[CH3:48])[CH3:44])[CH2:10]2)=[CH:7][CH:8]=1. (7) Given the reactants Cl[C:2]1[C:11]2[C:6](=[CH:7][C:8]([O:12][C:13]3[CH:18]=[CH:17][C:16]([F:19])=[CH:15][CH:14]=3)=[CH:9][CH:10]=2)[CH:5]=[N:4][N:3]=1.[Cl:20][C:21]1[CH:26]=[CH:25][CH:24]=[CH:23][C:22]=1B(O)O.COCCOC.C(=O)([O-])[O-].[Na+].[Na+], predict the reaction product. The product is: [Cl:20][C:21]1[CH:26]=[CH:25][CH:24]=[CH:23][C:22]=1[C:2]1[C:11]2[C:6](=[CH:7][C:8]([O:12][C:13]3[CH:18]=[CH:17][C:16]([F:19])=[CH:15][CH:14]=3)=[CH:9][CH:10]=2)[CH:5]=[N:4][N:3]=1. (8) Given the reactants [C:1]([Mg]Br)#[CH:2].[CH:5]([C:7]1[S:11][C:10]([C:12]([OH:14])=[O:13])=[CH:9][CH:8]=1)=[O:6].[NH4+].[Cl-].O1CCC[CH2:18]1, predict the reaction product. The product is: [CH3:18][O:13][C:12]([C:10]1[S:11][C:7]([CH:5]([OH:6])[C:1]#[CH:2])=[CH:8][CH:9]=1)=[O:14].